From a dataset of NCI-60 drug combinations with 297,098 pairs across 59 cell lines. Regression. Given two drug SMILES strings and cell line genomic features, predict the synergy score measuring deviation from expected non-interaction effect. (1) Drug 1: CC1CCC2CC(C(=CC=CC=CC(CC(C(=O)C(C(C(=CC(C(=O)CC(OC(=O)C3CCCCN3C(=O)C(=O)C1(O2)O)C(C)CC4CCC(C(C4)OC)O)C)C)O)OC)C)C)C)OC. Drug 2: C1=CC=C(C=C1)NC(=O)CCCCCCC(=O)NO. Cell line: SNB-19. Synergy scores: CSS=12.5, Synergy_ZIP=-2.25, Synergy_Bliss=-0.977, Synergy_Loewe=-0.546, Synergy_HSA=0.219. (2) Drug 1: CCC1(CC2CC(C3=C(CCN(C2)C1)C4=CC=CC=C4N3)(C5=C(C=C6C(=C5)C78CCN9C7C(C=CC9)(C(C(C8N6C)(C(=O)OC)O)OC(=O)C)CC)OC)C(=O)OC)O.OS(=O)(=O)O. Drug 2: B(C(CC(C)C)NC(=O)C(CC1=CC=CC=C1)NC(=O)C2=NC=CN=C2)(O)O. Cell line: SR. Synergy scores: CSS=34.6, Synergy_ZIP=0.0535, Synergy_Bliss=1.33, Synergy_Loewe=-1.62, Synergy_HSA=-0.879. (3) Drug 1: CC1=C2C(C(=O)C3(C(CC4C(C3C(C(C2(C)C)(CC1OC(=O)C(C(C5=CC=CC=C5)NC(=O)C6=CC=CC=C6)O)O)OC(=O)C7=CC=CC=C7)(CO4)OC(=O)C)O)C)OC(=O)C. Drug 2: CC(C)(C#N)C1=CC(=CC(=C1)CN2C=NC=N2)C(C)(C)C#N. Cell line: HCT-15. Synergy scores: CSS=-8.91, Synergy_ZIP=14.7, Synergy_Bliss=19.9, Synergy_Loewe=-4.70, Synergy_HSA=-1.13. (4) Cell line: IGROV1. Synergy scores: CSS=1.81, Synergy_ZIP=-0.433, Synergy_Bliss=-0.106, Synergy_Loewe=0.209, Synergy_HSA=-0.484. Drug 1: CN1C(=O)N2C=NC(=C2N=N1)C(=O)N. Drug 2: CC(C)CN1C=NC2=C1C3=CC=CC=C3N=C2N. (5) Drug 1: COC1=C(C=C2C(=C1)N=CN=C2NC3=CC(=C(C=C3)F)Cl)OCCCN4CCOCC4. Drug 2: CC(C)(C#N)C1=CC(=CC(=C1)CN2C=NC=N2)C(C)(C)C#N. Cell line: MALME-3M. Synergy scores: CSS=26.9, Synergy_ZIP=0.843, Synergy_Bliss=0.565, Synergy_Loewe=0.136, Synergy_HSA=-0.343. (6) Drug 1: C1CN1C2=NC(=NC(=N2)N3CC3)N4CC4. Drug 2: C(=O)(N)NO. Cell line: A549. Synergy scores: CSS=31.6, Synergy_ZIP=2.05, Synergy_Bliss=2.00, Synergy_Loewe=-22.6, Synergy_HSA=0.800.